This data is from Full USPTO retrosynthesis dataset with 1.9M reactions from patents (1976-2016). The task is: Predict the reactants needed to synthesize the given product. (1) Given the product [NH2:4][C@:5]1([C:22]([OH:23])=[O:47])[C@@H:9]([CH2:10][CH2:11][CH2:12][B:13]([OH:14])[OH:17])[CH2:8][N:7]([CH:42]2[CH2:43][CH2:44][NH:39][CH2:40][CH2:41]2)[CH2:6]1, predict the reactants needed to synthesize it. The reactants are: C([NH:4][C@:5]1([C:22](NC(C)(C)C)=[O:23])[C@@H:9]([CH2:10][CH2:11][CH2:12][B:13]2[O:17]C(C)(C)C(C)(C)[O:14]2)[CH2:8][NH:7][CH2:6]1)(=O)C.C([N:39]1[CH2:44][CH2:43][C:42](=O)[CH2:41][CH2:40]1)(OCC1C=CC=CC=1)=O.S([O-])([O-])(=O)=[O:47].[Na+].[Na+].C(O)(=O)C.C(O[BH-](OC(=O)C)OC(=O)C)(=O)C.[Na+].C(=O)([O-])[O-].[Na+].[Na+]. (2) Given the product [C:25]([C:16]1([NH:1][C:2]2[CH:7]=[CH:6][C:5]([CH2:8][CH2:9][CH2:10][C:11]([NH:13][CH3:14])=[O:12])=[C:4]([F:15])[CH:3]=2)[CH2:19][CH2:18][CH2:17]1)#[N:26], predict the reactants needed to synthesize it. The reactants are: [NH2:1][C:2]1[CH:7]=[CH:6][C:5]([CH2:8][CH2:9][CH2:10][C:11]([NH:13][CH3:14])=[O:12])=[C:4]([F:15])[CH:3]=1.[C:16]1(=O)[CH2:19][CH2:18][CH2:17]1.C[Si]([C:25]#[N:26])(C)C. (3) Given the product [Br:19][C:17]1[CH:18]=[C:13]([CH2:12][C@@H:5]([CH2:6][C:7]([O:9][CH3:10])=[O:8])[C:4]([O:3][CH3:1])=[O:27])[C:14]([CH2:22][OH:23])=[C:15]2[C:16]=1[NH:20][N:42]=[CH:21]2, predict the reactants needed to synthesize it. The reactants are: [CH2:1]([O:3][C:4](=[O:27])[C@@H:5]([CH2:12][C:13]1[CH:18]=[C:17]([Br:19])[C:16]([NH2:20])=[C:15]([CH3:21])[C:14]=1[CH2:22][O:23]C(=O)C)[CH2:6][C:7]([O:9][CH2:10]C)=[O:8])C.COC(=O)[C@@H](CC1C(CO)=C2C(=CC=1)N[N:42]=C2)CC(OC)=O. (4) The reactants are: [CH2:1]([N:8]1[C:12]2=[N:13][C:14]([CH2:34][CH3:35])=[C:15]([C:17]3[C:18](OS(C(F)(F)F)(=O)=O)=[N:19][C:20]([CH:23]([CH3:25])[CH3:24])=[CH:21][CH:22]=3)[N:16]=[C:11]2[C:10]([CH3:36])=[N:9]1)[C:2]1[CH:7]=[CH:6][CH:5]=[CH:4][CH:3]=1.[CH3:37][NH2:38]. Given the product [CH2:1]([N:8]1[C:12]2=[N:13][C:14]([CH2:34][CH3:35])=[C:15]([C:17]3[C:18]([NH:38][CH3:37])=[N:19][C:20]([CH:23]([CH3:25])[CH3:24])=[CH:21][CH:22]=3)[N:16]=[C:11]2[C:10]([CH3:36])=[N:9]1)[C:2]1[CH:7]=[CH:6][CH:5]=[CH:4][CH:3]=1, predict the reactants needed to synthesize it. (5) Given the product [CH2:1]([N:8]([CH3:17])[C@H:9]1[CH2:13][CH2:12][CH2:11][C@H:10]1[OH:14])[C:2]1[CH:7]=[CH:6][CH:5]=[CH:4][CH:3]=1, predict the reactants needed to synthesize it. The reactants are: [CH2:1]([NH:8][C@H:9]1[CH2:13][CH2:12][CH2:11][C@H:10]1[OH:14])[C:2]1[CH:7]=[CH:6][CH:5]=[CH:4][CH:3]=1.C=O.[C:17](O[BH-](OC(=O)C)OC(=O)C)(=O)C.[Na+].C(=O)([O-])O.[Na+].Cl.